This data is from Peptide-MHC class II binding affinity with 134,281 pairs from IEDB. The task is: Regression. Given a peptide amino acid sequence and an MHC pseudo amino acid sequence, predict their binding affinity value. This is MHC class II binding data. (1) The peptide sequence is KESGDAASGADGTYD. The MHC is DRB4_0101 with pseudo-sequence DRB4_0103. The binding affinity (normalized) is 0.0316. (2) The peptide sequence is AFILDGDNLTPKV. The MHC is DRB1_0401 with pseudo-sequence DRB1_0401. The binding affinity (normalized) is 0.698. (3) The peptide sequence is CGDGIFIFRDSDDWL. The MHC is DRB1_0701 with pseudo-sequence DRB1_0701. The binding affinity (normalized) is 0.316.